From a dataset of Catalyst prediction with 721,799 reactions and 888 catalyst types from USPTO. Predict which catalyst facilitates the given reaction. (1) Reactant: [OH:1][C:2]1[CH:7]=[CH:6][C:5]([C:8]2[CH2:9][O:10][C:11]3[C:16]([CH:17]=2)=[CH:15][CH:14]=[C:13]([OH:18])[CH:12]=3)=[CH:4][CH:3]=1. Product: [OH:1][C:2]1[CH:7]=[CH:6][C:5]([CH:8]2[CH2:17][C:16]3[C:11](=[CH:12][C:13]([OH:18])=[CH:14][CH:15]=3)[O:10][CH2:9]2)=[CH:4][CH:3]=1. The catalyst class is: 19. (2) Reactant: [CH3:1][S:2][C:3]1[CH:8]=[CH:7][C:6]([C:9]2[CH:14]=[CH:13][NH:12][C:11](=[O:15])[CH:10]=2)=[CH:5][CH:4]=1.Br[C:17]1[CH:25]=[C:24]2[C:20]([C:21]3[CH2:30][CH2:29][N:28]([C:31]([O:33][C:34]([CH3:37])([CH3:36])[CH3:35])=[O:32])[CH2:27][C:22]=3[N:23]2[CH3:26])=[CH:19][CH:18]=1.OC1C=CC=C2C=1N=CC=C2.C([O-])([O-])=O.[Cs+].[Cs+]. Product: [CH3:26][N:23]1[C:24]2[C:20](=[CH:19][CH:18]=[C:17]([N:12]3[CH:13]=[CH:14][C:9]([C:6]4[CH:7]=[CH:8][C:3]([S:2][CH3:1])=[CH:4][CH:5]=4)=[CH:10][C:11]3=[O:15])[CH:25]=2)[C:21]2[CH2:30][CH2:29][N:28]([C:31]([O:33][C:34]([CH3:37])([CH3:36])[CH3:35])=[O:32])[CH2:27][C:22]1=2. The catalyst class is: 156. (3) Reactant: [H-].[Na+].Cl.[NH2:4][C:5]([NH2:7])=[NH:6].[C:8]([O:12][C:13](=[O:31])[CH2:14][NH:15][S:16]([C:19]1[CH:28]=[C:27]2[C:22]([C:23]([Cl:30])=[CH:24][N:25]=[C:26]2[Cl:29])=[CH:21][CH:20]=1)(=[O:18])=[O:17])([CH3:11])([CH3:10])[CH3:9]. Product: [ClH:29].[C:8]([O:12][C:13](=[O:31])[CH2:14][NH:15][S:16]([C:19]1[CH:28]=[C:27]2[C:22]([C:23]([Cl:30])=[CH:24][N:25]=[C:26]2[NH:6][C:5]([NH2:7])=[NH:4])=[CH:21][CH:20]=1)(=[O:17])=[O:18])([CH3:11])([CH3:9])[CH3:10]. The catalyst class is: 58. (4) Reactant: [CH2:1]([O:3][C:4]([C:6]([C:9]1[N:10](C(OC(C)(C)C)=O)[C:11]2[C:16]([CH:17]=1)=[CH:15][CH:14]=[CH:13][CH:12]=2)([CH3:8])[CH3:7])=[O:5])[CH3:2]. Product: [NH:10]1[C:11]2[C:16](=[CH:15][CH:14]=[CH:13][CH:12]=2)[CH:17]=[C:9]1[C:6]([CH3:7])([CH3:8])[C:4]([O:3][CH2:1][CH3:2])=[O:5]. The catalyst class is: 620. (5) The catalyst class is: 34. Product: [ClH:47].[ClH:47].[F:1][C:2]1[CH:7]=[CH:6][C:5]2[N:8]=[C:26]([C@@H:25]([NH2:24])[CH3:29])[N:9]([C:10]3[CH:15]=[CH:14][CH:13]=[CH:12][CH:11]=3)[C:4]=2[C:3]=1[CH3:16]. Reactant: [F:1][C:2]1[C:3]([CH3:16])=[C:4]([NH:9][C:10]2[CH:15]=[CH:14][CH:13]=[CH:12][CH:11]=2)[C:5]([NH2:8])=[CH:6][CH:7]=1.C(OC([NH:24][C@@H:25]([CH3:29])[C:26](O)=O)=O)(C)(C)C.C1C=NC2N(O)N=NC=2C=1.CN1CCOCC1.[ClH:47].CN(C)CCCN=C=NCC.